This data is from Peptide-MHC class II binding affinity with 134,281 pairs from IEDB. The task is: Regression. Given a peptide amino acid sequence and an MHC pseudo amino acid sequence, predict their binding affinity value. This is MHC class II binding data. (1) The MHC is HLA-DQA10102-DQB10602 with pseudo-sequence HLA-DQA10102-DQB10602. The binding affinity (normalized) is 0.362. The peptide sequence is ALKESWGAIWRIDTP. (2) The peptide sequence is DKKYFAATQFEPLAA. The MHC is HLA-DQA10101-DQB10501 with pseudo-sequence HLA-DQA10101-DQB10501. The binding affinity (normalized) is 0.465. (3) The peptide sequence is AKSSPAYPSVLGQTI. The MHC is HLA-DPA10201-DPB10101 with pseudo-sequence HLA-DPA10201-DPB10101. The binding affinity (normalized) is 0.246. (4) The peptide sequence is VLTHVKINDKCPSTG. The MHC is DRB1_0404 with pseudo-sequence QEFFIASGAAVDAIMEVHFDYYDLQRATYHVVFT. The binding affinity (normalized) is 0.547. (5) The peptide sequence is YVDRFYKTLRAEQASQEV. The MHC is DRB1_0101 with pseudo-sequence DRB1_0101. The binding affinity (normalized) is 0.834. (6) The peptide sequence is AAATAGTTVEGAFAA. The MHC is HLA-DQA10501-DQB10301 with pseudo-sequence HLA-DQA10501-DQB10301. The binding affinity (normalized) is 0.632.